Dataset: Forward reaction prediction with 1.9M reactions from USPTO patents (1976-2016). Task: Predict the product of the given reaction. Given the reactants Br[C:2]1[CH:3]=[CH:4][C:5]2[O:9][C:8]([CH2:10][CH2:11][OH:12])=[CH:7][C:6]=2[CH:13]=1.[C:14]([C:16]1[CH:21]=[CH:20][C:19](B(O)O)=[CH:18][CH:17]=1)#[N:15].C1(P(C2CCCCC2)C2C=CC=CC=2C2C=CC=CC=2)CCCCC1.C(=O)([O-])[O-].[Na+].[Na+], predict the reaction product. The product is: [OH:12][CH2:11][CH2:10][C:8]1[O:9][C:5]2[CH:4]=[CH:3][C:2]([C:19]3[CH:20]=[CH:21][C:16]([C:14]#[N:15])=[CH:17][CH:18]=3)=[CH:13][C:6]=2[CH:7]=1.